Dataset: Forward reaction prediction with 1.9M reactions from USPTO patents (1976-2016). Task: Predict the product of the given reaction. Given the reactants [Li][CH2:2][CH2:3][CH2:4][CH3:5].CCCCCC.C([C@@H]1C[C@H:19]2[C@H:17]([CH2:18]2)[CH2:16][N:15]1[C:21]([O:23][C:24]([CH3:27])([CH3:26])[CH3:25])=[O:22])=O, predict the reaction product. The product is: [CH:4]([C@@H:3]1[CH2:2][C@H:18]2[C@H:17]([CH2:19]2)[CH2:16][N:15]1[C:21]([O:23][C:24]([CH3:27])([CH3:26])[CH3:25])=[O:22])=[CH2:5].